This data is from Peptide-MHC class II binding affinity with 134,281 pairs from IEDB. The task is: Regression. Given a peptide amino acid sequence and an MHC pseudo amino acid sequence, predict their binding affinity value. This is MHC class II binding data. The MHC is HLA-DPA10201-DPB10501 with pseudo-sequence HLA-DPA10201-DPB10501. The binding affinity (normalized) is 0.0289. The peptide sequence is WNFAGIEAAASAIQG.